From a dataset of NCI-60 drug combinations with 297,098 pairs across 59 cell lines. Regression. Given two drug SMILES strings and cell line genomic features, predict the synergy score measuring deviation from expected non-interaction effect. (1) Drug 1: CC(C)(C#N)C1=CC(=CC(=C1)CN2C=NC=N2)C(C)(C)C#N. Drug 2: C1C(C(OC1N2C=NC3=C2NC=NCC3O)CO)O. Cell line: BT-549. Synergy scores: CSS=1.20, Synergy_ZIP=-2.54, Synergy_Bliss=-4.68, Synergy_Loewe=-4.85, Synergy_HSA=-4.80. (2) Drug 1: CC12CCC3C(C1CCC2=O)CC(=C)C4=CC(=O)C=CC34C. Drug 2: C1=NC2=C(N1)C(=S)N=C(N2)N. Cell line: SK-MEL-5. Synergy scores: CSS=38.3, Synergy_ZIP=-2.43, Synergy_Bliss=-2.22, Synergy_Loewe=-7.48, Synergy_HSA=0.353. (3) Drug 1: C1CCC(C1)C(CC#N)N2C=C(C=N2)C3=C4C=CNC4=NC=N3. Drug 2: CC1C(C(CC(O1)OC2CC(CC3=C2C(=C4C(=C3O)C(=O)C5=C(C4=O)C(=CC=C5)OC)O)(C(=O)C)O)N)O.Cl. Cell line: NCIH23. Synergy scores: CSS=23.8, Synergy_ZIP=2.06, Synergy_Bliss=3.27, Synergy_Loewe=-12.7, Synergy_HSA=4.31. (4) Drug 1: CC1C(C(CC(O1)OC2CC(CC3=C2C(=C4C(=C3O)C(=O)C5=C(C4=O)C(=CC=C5)OC)O)(C(=O)C)O)N)O.Cl. Drug 2: CNC(=O)C1=NC=CC(=C1)OC2=CC=C(C=C2)NC(=O)NC3=CC(=C(C=C3)Cl)C(F)(F)F. Cell line: NCI-H522. Synergy scores: CSS=31.5, Synergy_ZIP=-6.96, Synergy_Bliss=-0.0248, Synergy_Loewe=-6.67, Synergy_HSA=0.545. (5) Drug 1: CC1=C2C(C(=O)C3(C(CC4C(C3C(C(C2(C)C)(CC1OC(=O)C(C(C5=CC=CC=C5)NC(=O)OC(C)(C)C)O)O)OC(=O)C6=CC=CC=C6)(CO4)OC(=O)C)OC)C)OC. Drug 2: CCC1(C2=C(COC1=O)C(=O)N3CC4=CC5=C(C=CC(=C5CN(C)C)O)N=C4C3=C2)O.Cl. Cell line: OVCAR3. Synergy scores: CSS=51.1, Synergy_ZIP=-2.68, Synergy_Bliss=-4.72, Synergy_Loewe=-3.57, Synergy_HSA=0.196. (6) Drug 1: C1CC(=O)NC(=O)C1N2CC3=C(C2=O)C=CC=C3N. Synergy scores: CSS=53.4, Synergy_ZIP=-1.19, Synergy_Bliss=-5.49, Synergy_Loewe=-31.9, Synergy_HSA=-2.35. Drug 2: CCC1=CC2CC(C3=C(CN(C2)C1)C4=CC=CC=C4N3)(C5=C(C=C6C(=C5)C78CCN9C7C(C=CC9)(C(C(C8N6C)(C(=O)OC)O)OC(=O)C)CC)OC)C(=O)OC.C(C(C(=O)O)O)(C(=O)O)O. Cell line: SW-620.